This data is from Reaction yield outcomes from USPTO patents with 853,638 reactions. The task is: Predict the reaction yield, written as a fraction of the theoretical maximum amount of product (1.0 means a 100% yield; for example, 0.34 means a 34% yield). (1) The reactants are [NH2:1][C:2]1[C:7]([OH:8])=[CH:6][CH:5]=[CH:4][N:3]=1.P(Cl)(Cl)(Cl)=O.[N:14]1[CH:19]=[CH:18][CH:17]=[CH:16][C:15]=1[C:20]1[C:21]([C:28](O)=O)=[C:22]2[CH2:27][CH2:26][CH2:25][N:23]2[N:24]=1. No catalyst specified. The product is [N:14]1[CH:19]=[CH:18][CH:17]=[CH:16][C:15]=1[C:20]1[C:21]([C:28]2[O:8][C:7]3[C:2]([N:1]=2)=[N:3][CH:4]=[CH:5][CH:6]=3)=[C:22]2[CH2:27][CH2:26][CH2:25][N:23]2[N:24]=1. The yield is 0.220. (2) The reactants are Br[C:2]1[CH:7]=[CH:6][C:5]([N:8]2[C:12]([CH2:13][C@@H:14]3[CH2:18][CH2:17][N:16]([C:19]([CH:21]4[CH2:23][CH2:22]4)=[O:20])[CH2:15]3)=[N:11][NH:10][C:9]2=[O:24])=[C:4]([F:25])[CH:3]=1.[F:26][C:27]1[CH:28]=[C:29](B(O)O)[CH:30]=[CH:31][C:32]=1[CH3:33].O.Cl. The catalyst is O1CCOCC1.C(=O)([O-])[O-].[K+].[K+].C1C=CC(P(C2C=CC=CC=2)[C-]2C=CC=C2)=CC=1.C1C=CC(P(C2C=CC=CC=2)[C-]2C=CC=C2)=CC=1.Cl[Pd]Cl.[Fe+2].ClCCl. The product is [CH:21]1([C:19]([N:16]2[CH2:17][CH2:18][C@@H:14]([CH2:13][C:12]3[N:8]([C:5]4[CH:6]=[CH:7][C:2]([C:29]5[CH:30]=[CH:31][C:32]([CH3:33])=[C:27]([F:26])[CH:28]=5)=[CH:3][C:4]=4[F:25])[C:9](=[O:24])[NH:10][N:11]=3)[CH2:15]2)=[O:20])[CH2:23][CH2:22]1. The yield is 0.580. (3) The product is [F:36][C:30]1[CH:29]=[C:28]([NH:37][C:38]([C@@H:40]2[N:49]([C:63]([C@@H:61]3[CH2:60][C@H:59]([CH2:58][C:57]([O:56][C:52]([CH3:55])([CH3:54])[CH3:53])=[O:66])[CH2:62]3)=[O:64])[CH2:48][CH2:47][C:46]3[N:45]=[C:44]([O:50][CH3:51])[CH:43]=[CH:42][C:41]2=3)=[O:39])[CH:27]=[C:26]([F:25])[C:31]=1[Si:32]([CH3:35])([CH3:34])[CH3:33]. The yield is 0.666. The catalyst is CN(C=O)C.O. The reactants are CN(C(ON1N=NC2C=CC=NC1=2)=[N+](C)C)C.F[P-](F)(F)(F)(F)F.[F:25][C:26]1[CH:27]=[C:28]([NH:37][C:38]([C@@H:40]2[NH:49][CH2:48][CH2:47][C:46]3[N:45]=[C:44]([O:50][CH3:51])[CH:43]=[CH:42][C:41]2=3)=[O:39])[CH:29]=[C:30]([F:36])[C:31]=1[Si:32]([CH3:35])([CH3:34])[CH3:33].[C:52]([O:56][C:57](=[O:66])[CH2:58][C@@H:59]1[CH2:62][C@H:61]([C:63](O)=[O:64])[CH2:60]1)([CH3:55])([CH3:54])[CH3:53].CCN(C(C)C)C(C)C. (4) The catalyst is O1CCCC1. The product is [CH2:1]([C:5]1[N:10]=[C:9]([CH3:11])[N:8]([C:12]2[CH:17]=[CH:16][CH:15]=[C:14]([CH:18]([OH:20])[CH3:19])[CH:13]=2)[C:7](=[O:28])[C:6]=1[CH2:29][C:30]1[CH:35]=[CH:34][C:33]([C:36]2[CH:41]=[CH:40][CH:39]=[CH:38][C:37]=2[C:42]2[NH:46][C:45](=[O:47])[O:44][N:43]=2)=[CH:32][CH:31]=1)[CH2:2][CH2:3][CH3:4]. The yield is 0.630. The reactants are [CH2:1]([C:5]1[N:10]=[C:9]([CH3:11])[N:8]([C:12]2[CH:17]=[CH:16][CH:15]=[C:14]([CH:18]([O:20][Si](C(C)(C)C)(C)C)[CH3:19])[CH:13]=2)[C:7](=[O:28])[C:6]=1[CH2:29][C:30]1[CH:35]=[CH:34][C:33]([C:36]2[CH:41]=[CH:40][CH:39]=[CH:38][C:37]=2[C:42]2[NH:46][C:45](=[O:47])[O:44][N:43]=2)=[CH:32][CH:31]=1)[CH2:2][CH2:3][CH3:4].[F-].C([N+](CCCC)(CCCC)CCCC)CCC.C(OCC)(=O)C.O.